From a dataset of CYP3A4 inhibition data for predicting drug metabolism from PubChem BioAssay. Regression/Classification. Given a drug SMILES string, predict its absorption, distribution, metabolism, or excretion properties. Task type varies by dataset: regression for continuous measurements (e.g., permeability, clearance, half-life) or binary classification for categorical outcomes (e.g., BBB penetration, CYP inhibition). Dataset: cyp3a4_veith. (1) The drug is CN1CCN(c2ncc3nc(CCc4ccccc4)c(=O)n(CCC#N)c3n2)CC1. The result is 0 (non-inhibitor). (2) The molecule is CCOC(=O)c1c(NC(=O)CSc2nnc(C)s2)sc2c1CCCCC2. The result is 0 (non-inhibitor). (3) The drug is COc1ccc(Oc2ncc3nc(-c4cccs4)c(=O)n(Cc4cccc(OC)c4)c3n2)cc1. The result is 1 (inhibitor). (4) The compound is COc1ccc2nc(C)cc(SCC(=O)NNC(=O)COc3ccc(C)cc3)c2c1. The result is 1 (inhibitor). (5) The drug is CC(C)CO/N=C1\[C@@H]2CCn3c(=O)n(-c4ccccc4)c(=O)n3[C@H]2[C@H](O)[C@H]2O[C@H]12. The result is 0 (non-inhibitor).